This data is from Catalyst prediction with 721,799 reactions and 888 catalyst types from USPTO. The task is: Predict which catalyst facilitates the given reaction. (1) Reactant: C([O:3][C:4]([C:6]1[CH:7]=[C:8]2[C:17](=[CH:18][C:19]=1[CH3:20])[C:16]1[N:12]([CH:13]=[C:14]([C:21]3[N:25]([CH:26]([CH3:28])[CH3:27])[N:24]=[CH:23][N:22]=3)[N:15]=1)[CH2:11][CH2:10][O:9]2)=[CH2:5])C.C1(C)C=CC(S(O)(=O)=O)=CC=1. Product: [CH3:20][C:19]1[CH:18]=[C:17]2[C:8]([O:9][CH2:10][CH2:11][N:12]3[C:16]2=[N:15][C:14]([C:21]2[N:25]([CH:26]([CH3:28])[CH3:27])[N:24]=[CH:23][N:22]=2)=[CH:13]3)=[CH:7][C:6]=1[C:4](=[O:3])[CH3:5]. The catalyst class is: 21. (2) Reactant: [CH:1]([C:3]1[CH:8]=[CH:7][C:6]([N:9]2[CH2:14][CH2:13][CH:12]([CH:15]=O)[CH2:11][CH2:10]2)=[CH:5][CH:4]=1)=O.[NH:17]1[CH2:22][CH2:21][CH2:20][CH2:19][CH2:18]1.C(O[BH-](O[C:33](=O)[CH3:34])OC(=O)C)(=O)C.[Na+].[OH-].[Na+]. Product: [N:17]1([CH2:1][C:3]2[CH:8]=[CH:7][C:6]([N:9]3[CH2:14][CH2:13][CH:12]([CH2:15][N:9]4[CH2:34][CH2:33][CH2:4][CH2:5][CH2:6]4)[CH2:11][CH2:10]3)=[CH:5][CH:4]=2)[CH2:22][CH2:21][CH2:20][CH2:19][CH2:18]1. The catalyst class is: 322.